This data is from Reaction yield outcomes from USPTO patents with 853,638 reactions. The task is: Predict the reaction yield, written as a fraction of the theoretical maximum amount of product (1.0 means a 100% yield; for example, 0.34 means a 34% yield). The reactants are [F:1][C:2]([F:18])([F:17])[CH2:3][O:4][CH2:5][CH2:6][O:7][C:8]1[N:13]=[CH:12][C:11]([C:14](=O)[CH3:15])=[CH:10][CH:9]=1.[CH3:19][C:20]([S@:23]([NH2:25])=[O:24])([CH3:22])[CH3:21]. No catalyst specified. The product is [CH3:19][C:20]([S@:23]([NH:25][CH:14]([C:11]1[CH:12]=[N:13][C:8]([O:7][CH2:6][CH2:5][O:4][CH2:3][C:2]([F:18])([F:17])[F:1])=[CH:9][CH:10]=1)[CH3:15])=[O:24])([CH3:22])[CH3:21]. The yield is 0.240.